From a dataset of Reaction yield outcomes from USPTO patents with 853,638 reactions. Predict the reaction yield, written as a fraction of the theoretical maximum amount of product (1.0 means a 100% yield; for example, 0.34 means a 34% yield). (1) The reactants are [Cl:1][C:2]1[N:7]=[CH:6][N:5]=[C:4]([N:8]2[C:16]3[C:11](=[CH:12][CH:13]=[CH:14][CH:15]=3)[C:10]([C:17]([OH:19])=O)=[N:9]2)[CH:3]=1.[Cl-].[NH4+:21]. No catalyst specified. The product is [Cl:1][C:2]1[N:7]=[CH:6][N:5]=[C:4]([N:8]2[C:16]3[C:11](=[CH:12][CH:13]=[CH:14][CH:15]=3)[C:10]([C:17]([NH2:21])=[O:19])=[N:9]2)[CH:3]=1. The yield is 0.590. (2) The reactants are Cl.[NH2:2][C@@H:3]1[C:9](=[O:10])[NH:8][C:7]2[CH:11]=[CH:12][CH:13]=[CH:14][C:6]=2[N:5]([C:15]([CH:17]2[CH2:22][CH2:21][O:20][CH2:19][CH2:18]2)=[O:16])[C@H:4]1[CH3:23].[C:24]([N:31]([CH3:37])[C@H:32]([C:34](O)=[O:35])[CH3:33])([O:26][C:27]([CH3:30])([CH3:29])[CH3:28])=[O:25].C(N(CC)C(C)C)(C)C.CN(C(ON1N=NC2C=CC=CC1=2)=[N+](C)C)C.F[P-](F)(F)(F)(F)F. The catalyst is CN(C)C=O.C(OCC)(=O)C. The product is [CH3:37][N:31]([C@@H:32]([CH3:33])[C:34]([NH:2][C@H:3]1[C@H:4]([CH3:23])[N:5]([C:15]([CH:17]2[CH2:22][CH2:21][O:20][CH2:19][CH2:18]2)=[O:16])[C:6]2[CH:14]=[CH:13][CH:12]=[CH:11][C:7]=2[NH:8][C:9]1=[O:10])=[O:35])[C:24](=[O:25])[O:26][C:27]([CH3:30])([CH3:28])[CH3:29]. The yield is 0.960. (3) The reactants are [C:1]([C:5]1[CH:26]=[CH:25][C:8]([C:9]([NH:11][C@@H:12]2[CH2:17][CH2:16][CH2:15][N:14]([C:18]([O:20][C:21]([CH3:24])([CH3:23])[CH3:22])=[O:19])[CH2:13]2)=[O:10])=[CH:7][CH:6]=1)([CH3:4])([CH3:3])[CH3:2].[H-].[Na+].I[CH3:30]. The product is [C:1]([C:5]1[CH:26]=[CH:25][C:8]([C:9]([N:11]([C@@H:12]2[CH2:17][CH2:16][CH2:15][N:14]([C:18]([O:20][C:21]([CH3:24])([CH3:23])[CH3:22])=[O:19])[CH2:13]2)[CH3:30])=[O:10])=[CH:7][CH:6]=1)([CH3:4])([CH3:2])[CH3:3]. The yield is 1.00. The catalyst is CN(C=O)C.CCOC(C)=O. (4) The reactants are [NH:1]1[C:9]2[CH:8]=[CH:7][CH:6]=[C:5]([CH:10]=O)[C:4]=2[CH:3]=[CH:2]1.O.[BH4-].[Na+].C[NH2:16]. The catalyst is CO. The product is [NH2:16][CH2:10][C:5]1[CH:6]=[CH:7][CH:8]=[C:9]2[C:4]=1[CH:3]=[CH:2][NH:1]2. The yield is 0.880. (5) The reactants are [CH2:1]([OH:4])[C:2]#[CH:3].I[C:6]1[CH:11]=[CH:10][C:9]([C:12]2[CH:17]=[CH:16][C:15]([C:18](=[O:30])[N:19]([CH:21]([C:26]([NH:28][CH3:29])=[O:27])[C:22]([O:24][CH3:25])=[O:23])[CH3:20])=[CH:14][CH:13]=2)=[CH:8][CH:7]=1. The catalyst is Cl[Pd](Cl)([P](C1C=CC=CC=1)(C1C=CC=CC=1)C1C=CC=CC=1)[P](C1C=CC=CC=1)(C1C=CC=CC=1)C1C=CC=CC=1.[Cu]I.C(Cl)(Cl)Cl. The product is [OH:4][CH2:1][C:2]#[C:3][C:6]1[CH:11]=[CH:10][C:9]([C:12]2[CH:17]=[CH:16][C:15]([C:18](=[O:30])[N:19]([CH:21]([C:26]([NH:28][CH3:29])=[O:27])[C:22]([O:24][CH3:25])=[O:23])[CH3:20])=[CH:14][CH:13]=2)=[CH:8][CH:7]=1. The yield is 0.630. (6) The reactants are [C:1]([CH2:3][S:4](Cl)(=[O:6])=[O:5])#[N:2].[CH:8]([NH2:11])([CH3:10])[CH3:9]. The catalyst is C1COCC1. The product is [C:1]([CH2:3][S:4]([NH:11][CH:8]([CH3:10])[CH3:9])(=[O:6])=[O:5])#[N:2]. The yield is 0.410. (7) The reactants are [CH2:1]([C:3]1[CH:4]=[C:5]([C:12]2[S:16][C:15]([CH:17]=[O:18])=[CH:14][CH:13]=2)[C:6]([CH3:11])=[N:7][C:8]=1[O:9]C)[CH3:2].[I-].[K+].Cl[Si](C)(C)C. The catalyst is C(#N)C. The product is [CH2:1]([C:3]1[C:8](=[O:9])[NH:7][C:6]([CH3:11])=[C:5]([C:12]2[S:16][C:15]([CH:17]=[O:18])=[CH:14][CH:13]=2)[CH:4]=1)[CH3:2]. The yield is 0.610.